From a dataset of Reaction yield outcomes from USPTO patents with 853,638 reactions. Predict the reaction yield, written as a fraction of the theoretical maximum amount of product (1.0 means a 100% yield; for example, 0.34 means a 34% yield). (1) The reactants are [Cl:1][C:2]1[CH:3]=[CH:4][C:5]([O:15][CH2:16][C:17]2[CH:22]=[CH:21][CH:20]=[CH:19][CH:18]=2)=[C:6]([C:8](=O)[CH2:9][CH2:10][C:11](=O)[CH3:12])[CH:7]=1.[CH3:23][O:24][C:25](=[O:34])[C:26]1[CH:31]=[C:30]([NH2:32])[CH:29]=[CH:28][C:27]=1[Cl:33].C1(C)C=CC(S(O)(=O)=O)=CC=1. The catalyst is C1(C)C=CC=CC=1. The product is [CH3:23][O:24][C:25](=[O:34])[C:26]1[C:27]([Cl:33])=[CH:28][CH:29]=[C:30]([N:32]2[C:11]([CH3:12])=[CH:10][CH:9]=[C:8]2[C:6]2[CH:7]=[C:2]([Cl:1])[CH:3]=[CH:4][C:5]=2[O:15][CH2:16][C:17]2[CH:22]=[CH:21][CH:20]=[CH:19][CH:18]=2)[CH:31]=1. The yield is 0.0700. (2) The reactants are [F:1][C:2]1([F:30])[CH2:7][CH2:6][N:5]([C:8]([C:10]2[NH:11][C:12]3[C:17]([CH:18]=2)=[CH:16][C:15]([C:19]([N:21]2[CH2:26][CH2:25][N:24]([CH:27]([CH3:29])[CH3:28])[CH2:23][CH2:22]2)=[O:20])=[CH:14][CH:13]=3)=[O:9])[CH2:4][CH2:3]1.[CH2:31](O)[C:32]1[CH:37]=[CH:36][CH:35]=[CH:34][CH:33]=1.C1(P(=CC#N)(C2C=CC=CC=2)C2C=CC=CC=2)C=CC=CC=1. The catalyst is C1(C)C=CC=CC=1. The product is [CH2:31]([N:11]1[C:12]2[C:17](=[CH:16][C:15]([C:19]([N:21]3[CH2:22][CH2:23][N:24]([CH:27]([CH3:28])[CH3:29])[CH2:25][CH2:26]3)=[O:20])=[CH:14][CH:13]=2)[CH:18]=[C:10]1[C:8]([N:5]1[CH2:6][CH2:7][C:2]([F:1])([F:30])[CH2:3][CH2:4]1)=[O:9])[C:32]1[CH:37]=[CH:36][CH:35]=[CH:34][CH:33]=1. The yield is 0.630. (3) The reactants are C(OC([N:6]([CH2:8][CH2:9][CH:10]([CH3:12])[CH3:11])[NH2:7])=O)C.[C:13]([OH:18])(=[O:17])[C:14]([OH:16])=[O:15]. The catalyst is [OH-].[Na+].O.O. The product is [C:13]([OH:18])(=[O:17])[C:14]([OH:16])=[O:15].[CH3:11][CH:10]([CH3:12])[CH2:9][CH2:8][NH:6][NH2:7]. The yield is 0.740. (4) The reactants are C[O:2][C:3](=[O:40])[C:4]1[CH:9]=[CH:8][C:7]([N:10]([CH2:12][CH2:13][C:14]2[C:22]3[C:17](=[CH:18][CH:19]=[C:20]([Cl:23])[CH:21]=3)[N:16]([CH:24]([C:31]3[CH:36]=[CH:35][CH:34]=[CH:33][CH:32]=3)[C:25]3[CH:30]=[CH:29][CH:28]=[CH:27][CH:26]=3)[C:15]=2[CH2:37][CH2:38][NH2:39])[CH3:11])=[CH:6][CH:5]=1.[Cl:41][C:42]1[CH:47]=[CH:46][CH:45]=[CH:44][C:43]=1[S:48](Cl)(=[O:50])=[O:49]. No catalyst specified. The product is [CH:24]([N:16]1[C:17]2[C:22](=[CH:21][C:20]([Cl:23])=[CH:19][CH:18]=2)[C:14]([CH2:13][CH2:12][N:10]([CH3:11])[C:7]2[CH:6]=[CH:5][C:4]([C:3]([OH:2])=[O:40])=[CH:9][CH:8]=2)=[C:15]1[CH2:37][CH2:38][NH:39][S:48]([C:43]1[CH:44]=[CH:45][CH:46]=[CH:47][C:42]=1[Cl:41])(=[O:50])=[O:49])([C:25]1[CH:30]=[CH:29][CH:28]=[CH:27][CH:26]=1)[C:31]1[CH:32]=[CH:33][CH:34]=[CH:35][CH:36]=1. The yield is 0.960. (5) The reactants are [Cl:1][C:2]1[CH:3]=[C:4]([CH:40]=[CH:41][C:42]=1[O:43][CH:44]([CH3:46])[CH3:45])[C:5]([NH:7][C@@H:8]([CH2:21][C:22]1[CH:27]=[CH:26][C:25]([C:28]2[N:29]=[C:30]3[C:35]([CH:36]([OH:38])[CH3:37])=[CH:34][CH:33]=[CH:32][N:31]3[CH:39]=2)=[CH:24][CH:23]=1)[CH2:9][N:10]1C(=O)C2C(=CC=CC=2)C1=O)=[O:6].O.NN. The catalyst is C(O)C. The product is [NH2:10][CH2:9][C@@H:8]([NH:7][C:5](=[O:6])[C:4]1[CH:40]=[CH:41][C:42]([O:43][CH:44]([CH3:45])[CH3:46])=[C:2]([Cl:1])[CH:3]=1)[CH2:21][C:22]1[CH:27]=[CH:26][C:25]([C:28]2[N:29]=[C:30]3[C:35]([CH:36]([OH:38])[CH3:37])=[CH:34][CH:33]=[CH:32][N:31]3[CH:39]=2)=[CH:24][CH:23]=1. The yield is 1.00.